From a dataset of Reaction yield outcomes from USPTO patents with 853,638 reactions. Predict the reaction yield, written as a fraction of the theoretical maximum amount of product (1.0 means a 100% yield; for example, 0.34 means a 34% yield). (1) The reactants are [Cl:1][C:2]1[N:3]=[C:4]([N:12]2[CH2:17][CH2:16][O:15][CH2:14][CH2:13]2)[C:5]2[S:10][C:9]([I:11])=[CH:8][C:6]=2[N:7]=1.[C:18]([NH:21][C:22]1[CH:23]=[C:24](B(O)O)[CH:25]=[CH:26][CH:27]=1)(=[O:20])[CH3:19]. The catalyst is C([O-])([O-])=O.[Na+].[Na+].C(#N)C.Cl[Pd](Cl)([P](C1C=CC=CC=1)(C1C=CC=CC=1)C1C=CC=CC=1)[P](C1C=CC=CC=1)(C1C=CC=CC=1)C1C=CC=CC=1. The product is [Cl:1][C:2]1[N:3]=[C:4]([N:12]2[CH2:17][CH2:16][O:15][CH2:14][CH2:13]2)[C:5]2[S:10][C:9]([C:26]3[CH:27]=[C:22]([NH:21][C:18](=[O:20])[CH3:19])[CH:23]=[CH:24][CH:25]=3)([I:11])[CH2:8][C:6]=2[N:7]=1. The yield is 0.530. (2) The reactants are [C:1]([C:5]1[CH:9]=[C:8]([NH2:10])[N:7]([C:11]2[CH:20]=[C:19]([CH2:21]Cl)[C:18]3[C:13](=[CH:14][CH:15]=[CH:16][CH:17]=3)[CH:12]=2)[N:6]=1)([CH3:4])([CH3:3])[CH3:2].[N-:23]=[N+:24]=[N-:25].[Na+]. The catalyst is CN(C=O)C. The product is [N:23]([CH2:21][C:19]1[C:18]2[C:13](=[CH:14][CH:15]=[CH:16][CH:17]=2)[CH:12]=[C:11]([N:7]2[C:8]([NH2:10])=[CH:9][C:5]([C:1]([CH3:4])([CH3:3])[CH3:2])=[N:6]2)[CH:20]=1)=[N+:24]=[N-:25]. The yield is 0.880. (3) The reactants are [N:1]([CH3:4])=[C:2]=S.[Br:5][C:6]1[CH:11]=[C:10]([NH2:12])[C:9]([NH2:13])=[C:8]([CH3:14])[CH:7]=1.Cl.CN(C)CCCN=C=NCC. The catalyst is CN(C)C=O.CO. The product is [Br:5][C:6]1[CH:7]=[C:8]([CH3:14])[C:9]2[NH:13][C:2]([NH:1][CH3:4])=[N:12][C:10]=2[CH:11]=1. The yield is 0.720. (4) The reactants are Cl[C:2]1[N:3]=[C:4]([N:16]2[CH2:21][CH2:20][O:19][CH2:18][CH2:17]2)[C:5]2[CH:10]=[CH:9][N:8]([CH2:11][CH2:12][N:13]([CH3:15])[CH3:14])[C:6]=2[N:7]=1.[NH2:22][C:23]1[CH:28]=[CH:27][C:26](B2OC(C)(C)C(C)(C)O2)=[CH:25][CH:24]=1. No catalyst specified. The product is [CH3:14][N:13]([CH3:15])[CH2:12][CH2:11][N:8]1[C:6]2[N:7]=[C:2]([C:26]3[CH:27]=[CH:28][C:23]([NH2:22])=[CH:24][CH:25]=3)[N:3]=[C:4]([N:16]3[CH2:21][CH2:20][O:19][CH2:18][CH2:17]3)[C:5]=2[CH:10]=[CH:9]1. The yield is 0.900. (5) The reactants are Br[C:2]1[CH:7]=[CH:6][CH:5]=[CH:4][N:3]=1.[CH2:8]([C:12]1[S:13][C:14]2[CH:20]=[CH:19][CH:18]=[C:17]([Cl:21])[C:15]=2[N:16]=1)[CH2:9][C:10]#[CH:11]. No catalyst specified. The product is [Cl:21][C:17]1[C:15]2[N:16]=[C:12]([CH2:8][CH2:9][C:10]#[C:11][C:2]3[CH:7]=[CH:6][CH:5]=[CH:4][N:3]=3)[S:13][C:14]=2[CH:20]=[CH:19][CH:18]=1. The yield is 0.140. (6) The reactants are [Cl:1][C:2]1[CH:3]=[C:4](/[CH:9]=[CH:10]/[C:11]([N:13]2[CH2:19][CH2:18][C:17](=[O:20])[N:16]([CH2:21][CH2:22][CH2:23][CH2:24]I)[CH2:15][CH2:14]2)=[O:12])[CH:5]=[CH:6][C:7]=1[Cl:8].[CH3:26][NH:27][CH:28]1[CH2:33][CH2:32][O:31][CH2:30][CH2:29]1.Cl.CNC1CCOCC1.CCN(CC)CC.[Na+].[Cl-]. The catalyst is CC(N(C)C)=O.C1(C)C=CC=CC=1.[OH-].[Na+].C(Cl)Cl. The product is [Cl:1][C:2]1[CH:3]=[C:4](/[CH:9]=[CH:10]/[C:11]([N:13]2[CH2:19][CH2:18][C:17](=[O:20])[N:16]([CH2:21][CH2:22][CH2:23][CH2:24][N:27]([CH3:26])[CH:28]3[CH2:33][CH2:32][O:31][CH2:30][CH2:29]3)[CH2:15][CH2:14]2)=[O:12])[CH:5]=[CH:6][C:7]=1[Cl:8]. The yield is 0.0400. (7) The reactants are [CH:1]([N:4]1[C:8]2=[N:9][C:10]([C:19]3[CH:24]=[CH:23][CH:22]=[C:21]([O:25][CH2:26][CH:27]4[CH2:29][O:28]4)[CH:20]=3)=[CH:11][C:12]([N:13]3[CH2:18][CH2:17][O:16][CH2:15][CH2:14]3)=[C:7]2[C:6]([CH3:30])=[N:5]1)([CH3:3])[CH3:2].[NH3:31]. The catalyst is CO. The product is [NH2:31][CH2:29][CH:27]([OH:28])[CH2:26][O:25][C:21]1[CH:22]=[CH:23][CH:24]=[C:19]([C:10]2[N:9]=[C:8]3[N:4]([CH:1]([CH3:2])[CH3:3])[N:5]=[C:6]([CH3:30])[C:7]3=[C:12]([N:13]3[CH2:14][CH2:15][O:16][CH2:17][CH2:18]3)[CH:11]=2)[CH:20]=1. The yield is 0.380.